Dataset: NCI-60 drug combinations with 297,098 pairs across 59 cell lines. Task: Regression. Given two drug SMILES strings and cell line genomic features, predict the synergy score measuring deviation from expected non-interaction effect. (1) Drug 1: C1=NC2=C(N=C(N=C2N1C3C(C(C(O3)CO)O)O)F)N. Drug 2: CN1C2=C(C=C(C=C2)N(CCCl)CCCl)N=C1CCCC(=O)O.Cl. Cell line: HCC-2998. Synergy scores: CSS=42.6, Synergy_ZIP=0.793, Synergy_Bliss=1.50, Synergy_Loewe=-5.50, Synergy_HSA=2.48. (2) Drug 1: C1CCC(C1)C(CC#N)N2C=C(C=N2)C3=C4C=CNC4=NC=N3. Drug 2: C1CN(CCN1C(=O)CCBr)C(=O)CCBr. Cell line: SR. Synergy scores: CSS=82.0, Synergy_ZIP=3.84, Synergy_Bliss=-0.855, Synergy_Loewe=-3.29, Synergy_HSA=-0.593. (3) Drug 1: COC1=C2C(=CC3=C1OC=C3)C=CC(=O)O2. Drug 2: C1CNP(=O)(OC1)N(CCCl)CCCl. Cell line: OVCAR-5. Synergy scores: CSS=-0.641, Synergy_ZIP=-2.61, Synergy_Bliss=-3.72, Synergy_Loewe=-2.72, Synergy_HSA=-2.47. (4) Synergy scores: CSS=-1.81, Synergy_ZIP=1.79, Synergy_Bliss=2.31, Synergy_Loewe=-2.77, Synergy_HSA=-2.31. Drug 2: CC(C)CN1C=NC2=C1C3=CC=CC=C3N=C2N. Drug 1: CCCCCOC(=O)NC1=NC(=O)N(C=C1F)C2C(C(C(O2)C)O)O. Cell line: OVCAR3. (5) Drug 1: CC1=C2C(C(=O)C3(C(CC4C(C3C(C(C2(C)C)(CC1OC(=O)C(C(C5=CC=CC=C5)NC(=O)C6=CC=CC=C6)O)O)OC(=O)C7=CC=CC=C7)(CO4)OC(=O)C)O)C)OC(=O)C. Drug 2: C1=NC2=C(N1)C(=S)N=CN2. Cell line: NCIH23. Synergy scores: CSS=46.6, Synergy_ZIP=-7.22, Synergy_Bliss=-9.07, Synergy_Loewe=-7.52, Synergy_HSA=-4.06. (6) Drug 1: COC1=NC(=NC2=C1N=CN2C3C(C(C(O3)CO)O)O)N. Drug 2: CS(=O)(=O)CCNCC1=CC=C(O1)C2=CC3=C(C=C2)N=CN=C3NC4=CC(=C(C=C4)OCC5=CC(=CC=C5)F)Cl. Cell line: SF-295. Synergy scores: CSS=-5.14, Synergy_ZIP=3.57, Synergy_Bliss=3.40, Synergy_Loewe=-2.65, Synergy_HSA=-2.84.